From a dataset of Full USPTO retrosynthesis dataset with 1.9M reactions from patents (1976-2016). Predict the reactants needed to synthesize the given product. The reactants are: [NH:1]1[C:9]2[C:4](=[CH:5][C:6]([C:10]([OH:12])=[O:11])=[CH:7][CH:8]=2)[CH:3]=[N:2]1.Cl[CH:14]1[CH2:19][CH2:18][O:17][CH2:16][CH2:15]1.[C:20]([O-:23])([O-])=O.[Cs+].[Cs+].O. Given the product [O:17]1[CH2:18][CH2:19][CH:14]([N:1]2[C:9]3[C:4](=[CH:5][C:6]([C:10]([O:12][CH:4]4[CH2:3][CH2:20][O:23][CH2:6][CH2:5]4)=[O:11])=[CH:7][CH:8]=3)[CH:3]=[N:2]2)[CH2:15][CH2:16]1, predict the reactants needed to synthesize it.